This data is from Full USPTO retrosynthesis dataset with 1.9M reactions from patents (1976-2016). The task is: Predict the reactants needed to synthesize the given product. (1) Given the product [Cl:17][C:18]1[CH:19]=[C:20]([C@H:25]([NH:27][C:2]2[N:7]=[C:6]([N:8]3[C@@H:12]([CH:13]([CH3:15])[CH3:14])[CH2:11][O:10][C:9]3=[O:16])[CH:5]=[CH:4][N:3]=2)[CH3:26])[CH:21]=[CH:22][C:23]=1[Cl:24].[Cl:17][C:18]1[CH:19]=[C:20]([C@@H:25]([NH:27][C:2]2[N:7]=[C:6]([N:8]3[C@@H:12]([CH:13]([CH3:15])[CH3:14])[CH2:11][O:10][C:9]3=[O:16])[CH:5]=[CH:4][N:3]=2)[CH3:26])[CH:21]=[CH:22][C:23]=1[Cl:24], predict the reactants needed to synthesize it. The reactants are: Cl[C:2]1[N:7]=[C:6]([N:8]2[C@@H:12]([CH:13]([CH3:15])[CH3:14])[CH2:11][O:10][C:9]2=[O:16])[CH:5]=[CH:4][N:3]=1.[Cl:17][C:18]1[CH:19]=[C:20]([CH:25]([NH2:27])[CH3:26])[CH:21]=[CH:22][C:23]=1[Cl:24]. (2) Given the product [NH2:1][C:2]1[N:7]([CH2:8][CH2:9][CH2:10][CH2:11][CH3:12])[C:6](=[O:13])[NH:5][C:4](=[O:14])[C:3]=1[N:20]=[O:21], predict the reactants needed to synthesize it. The reactants are: [NH2:1][C:2]1[N:7]([CH2:8][CH2:9][CH2:10][CH2:11][CH3:12])[C:6](=[O:13])[NH:5][C:4](=[O:14])[CH:3]=1.CC(O)=O.Cl.[N:20]([O-])=[O:21].[Na+]. (3) Given the product [CH3:1][NH:2][C:5]1[C:4]([C:11]#[N:12])=[N:3][CH:8]=[CH:7][N:6]=1, predict the reactants needed to synthesize it. The reactants are: [CH3:1][NH2:2].[N:3]1[CH:8]=[CH:7][N:6]=[C:5](C#N)[C:4]=1[C:11]#[N:12]. (4) Given the product [ClH:44].[F:43][CH:2]([F:1])[C:3]1[N:7]([C:8]2[N:13]=[C:12]([N:14]3[CH2:15][CH2:16][O:17][CH2:18][CH2:19]3)[N:11]=[C:10]([N:20]([CH:27]3[CH2:28][CH2:29][N:30]([S:33]([CH3:36])(=[O:35])=[O:34])[CH2:31][CH2:32]3)[CH2:21][CH2:22][CH2:23][N:24]([CH3:26])[CH3:25])[N:9]=2)[C:6]2[CH:37]=[CH:38][CH:39]=[C:40]([O:41][CH3:42])[C:5]=2[N:4]=1, predict the reactants needed to synthesize it. The reactants are: [F:1][CH:2]([F:43])[C:3]1[N:7]([C:8]2[N:13]=[C:12]([N:14]3[CH2:19][CH2:18][O:17][CH2:16][CH2:15]3)[N:11]=[C:10]([N:20]([CH:27]3[CH2:32][CH2:31][N:30]([S:33]([CH3:36])(=[O:35])=[O:34])[CH2:29][CH2:28]3)[CH2:21][CH2:22][CH2:23][N:24]([CH3:26])[CH3:25])[N:9]=2)[C:6]2[CH:37]=[CH:38][CH:39]=[C:40]([O:41][CH3:42])[C:5]=2[N:4]=1.[ClH:44]. (5) Given the product [Br:1][C:2]1[CH:3]=[CH:4][C:5]([O:10][C@@H:11]2[CH:16]=[CH:15][CH2:14][O:13][CH2:12]2)=[C:6]([CH:9]=1)[CH:7]=[N:18][OH:19], predict the reactants needed to synthesize it. The reactants are: [Br:1][C:2]1[CH:3]=[CH:4][C:5]([O:10][C@@H:11]2[CH:16]=[CH:15][CH2:14][O:13][CH2:12]2)=[C:6]([CH:9]=1)[CH:7]=O.Cl.[NH2:18][OH:19].O.O.O.C([O-])(=O)C.[Na+]. (6) Given the product [Cl:1][C:2]1[CH:7]=[C:6]([O:8][CH:9]([F:10])[F:11])[CH:5]=[CH:4][C:3]=1[C:12]1[C:13]2[N:26]=[C:28]([CH3:30])[C:27](=[O:31])[N:18]([CH:19]([CH:23]3[CH2:25][CH2:24]3)[CH2:20][CH2:21][CH3:22])[C:14]=2[N:15]=[CH:16][CH:17]=1, predict the reactants needed to synthesize it. The reactants are: [Cl:1][C:2]1[CH:7]=[C:6]([O:8][CH:9]([F:11])[F:10])[CH:5]=[CH:4][C:3]=1[C:12]1[CH:17]=[CH:16][N:15]=[C:14]([NH:18][CH:19]([CH:23]2[CH2:25][CH2:24]2)[CH2:20][CH2:21][CH3:22])[C:13]=1[NH2:26].[C:27](OC)(=[O:31])[C:28]([CH3:30])=O.